Predict the reaction yield, written as a fraction of the theoretical maximum amount of product (1.0 means a 100% yield; for example, 0.34 means a 34% yield). From a dataset of Reaction yield outcomes from USPTO patents with 853,638 reactions. (1) The reactants are [NH2:1][C:2]1[C:3]([OH:13])=[C:4]([S:9]([NH2:12])(=[O:11])=[O:10])[C:5]([Cl:8])=[CH:6][CH:7]=1.N(C([C:19]1[N:23]([CH3:24])[N:22]=[CH:21][CH:20]=1)=O)=[N+]=[N-].C[N:26](C)[CH:27]=[O:28]. No catalyst specified. The product is [NH2:12][S:9]([C:4]1[C:3]([OH:13])=[C:2]([NH:1][C:27]([NH:26][C:19]2[N:23]([CH3:24])[N:22]=[CH:21][CH:20]=2)=[O:28])[CH:7]=[CH:6][C:5]=1[Cl:8])(=[O:11])=[O:10]. The yield is 0.0770. (2) The reactants are Cl.[Cl:2][C:3]([Cl:48])([Cl:47])[C:4]([O:7][C:8]([N:10]1[CH:15]2[C:16]([C:35]([O:37][CH2:38][CH3:39])=[O:36])=[C:17]([C:19]3[CH:24]=[CH:23][CH:22]=[C:21]([CH2:25][CH2:26][O:27][Si](C(C)(C)C)(C)C)[CH:20]=3)[CH2:18][CH:11]1[CH2:12][N:13]([C:40]([O:42]C(C)(C)C)=O)[CH2:14]2)=[O:9])([CH3:6])[CH3:5].[CH3:49]CN(C(C)C)C(C)C.C(Cl)(C)=O. The catalyst is C(Cl)Cl.CN(C1C=CN=CC=1)C.C1COCC1.CCOC(C)=O.CO. The product is [Cl:48][C:3]([Cl:47])([Cl:2])[C:4]([O:7][C:8]([N:10]1[CH:15]2[C:16]([C:35]([O:37][CH2:38][CH3:39])=[O:36])=[C:17]([C:19]3[CH:24]=[CH:23][CH:22]=[C:21]([CH2:25][CH2:26][OH:27])[CH:20]=3)[CH2:18][CH:11]1[CH2:12][N:13]([C:40](=[O:42])[CH3:49])[CH2:14]2)=[O:9])([CH3:6])[CH3:5]. The yield is 0.600. (3) The reactants are FC(F)(F)C(O)=O.C(OC([NH:15][C@H:16]1[CH2:20][CH2:19][N:18]([C:21]2[CH:33]=[CH:32][C:24]([C:25]([O:27]C(C)(C)C)=[O:26])=[C:23]([NH:34][CH:35]3[CH2:40][CH2:39][O:38][CH2:37][CH2:36]3)[CH:22]=2)[CH2:17]1)=O)(C)(C)C. The catalyst is ClCCl. The product is [NH2:15][C@H:16]1[CH2:20][CH2:19][N:18]([C:21]2[CH:33]=[CH:32][C:24]([C:25]([OH:27])=[O:26])=[C:23]([NH:34][CH:35]3[CH2:40][CH2:39][O:38][CH2:37][CH2:36]3)[CH:22]=2)[CH2:17]1. The yield is 1.00. (4) The reactants are [CH3:1][O:2][C:3]1[CH:4]=[CH:5][C:6]([CH3:9])=[N:7][CH:8]=1.[O-:10][Mn](=O)(=O)=O.[K+].[C:16]([O-])([O-])=[O:17].[K+].[K+].CI. The catalyst is O.CN(C=O)C. The product is [CH3:16][O:17][C:9]([C:6]1[CH:5]=[CH:4][C:3]([O:2][CH3:1])=[CH:8][N:7]=1)=[O:10]. The yield is 0.220. (5) The reactants are N(C(OC(C)(C)C)=O)=NC(OC(C)(C)C)=O.C1(P(C2C=CC=CC=2)C2C=CC=CC=2)C=CC=CC=1.O[CH2:37][CH2:38][NH:39][C:40](=[O:46])[O:41][C:42]([CH3:45])([CH3:44])[CH3:43].[Si:47]([O:54][C:55]1[NH:59][N:58]=[C:57]([C:60]([O:62][CH2:63][CH3:64])=[O:61])[CH:56]=1)([C:50]([CH3:53])([CH3:52])[CH3:51])([CH3:49])[CH3:48]. The catalyst is C1COCC1. The product is [C:42]([O:41][C:40]([NH:39][CH2:38][CH2:37][N:58]1[C:57]([C:60]([O:62][CH2:63][CH3:64])=[O:61])=[CH:56][C:55]([O:54][Si:47]([C:50]([CH3:51])([CH3:53])[CH3:52])([CH3:49])[CH3:48])=[N:59]1)=[O:46])([CH3:45])([CH3:44])[CH3:43]. The yield is 0.940. (6) The reactants are Cl[C:2]1[N:7]2[N:8]=[C:9]([CH3:11])[CH:10]=[C:6]2[N:5]=[C:4]([NH2:12])[CH:3]=1.[C:13]1(B(O)O)[CH:18]=[CH:17][CH:16]=[CH:15][CH:14]=1.C([O-])(O)=O.[Na+]. The catalyst is O1CCOCC1.[Cl-].[Na+].O.Cl[Pd]Cl.C1(P(C2C=CC=CC=2)[C-]2C=CC=C2)C=CC=CC=1.[C-]1(P(C2C=CC=CC=2)C2C=CC=CC=2)C=CC=C1.[Fe+2]. The product is [CH3:11][C:9]1[CH:10]=[C:2]2[N:7]([C:6]([C:13]3[CH:18]=[CH:17][CH:16]=[CH:15][CH:14]=3)=[N:5][C:4]([NH2:12])=[CH:3]2)[N:8]=1. The yield is 0.180.